This data is from Reaction yield outcomes from USPTO patents with 853,638 reactions. The task is: Predict the reaction yield, written as a fraction of the theoretical maximum amount of product (1.0 means a 100% yield; for example, 0.34 means a 34% yield). (1) The reactants are [Br:1][C:2]1[CH:3]=[C:4]([CH:10]=[N:11]O)[S:5][C:6]=1[N+:7]([O-:9])=[O:8].C(OC(=O)C)(=O)C. The catalyst is CCCCCCC.CCOC(C)=O. The product is [Br:1][C:2]1[CH:3]=[C:4]([C:10]#[N:11])[S:5][C:6]=1[N+:7]([O-:9])=[O:8]. The yield is 0.860. (2) The reactants are Cl.[NH2:2][CH2:3][C:4]1[CH:12]=[CH:11][CH:10]=[C:9]2[C:5]=1[CH2:6][N:7]([CH:14]1[CH2:19][CH2:18][C:17](=[O:20])[NH:16][C:15]1=[O:21])[C:8]2=[O:13].[CH2:22]([N:25]=[C:26]=[O:27])[CH2:23][CH3:24]. The catalyst is C(#N)C. The yield is 0.310. The product is [O:21]=[C:15]1[CH:14]([N:7]2[CH2:6][C:5]3[C:9](=[CH:10][CH:11]=[CH:12][C:4]=3[CH2:3][NH:2][C:26]([NH:25][CH2:22][CH2:23][CH3:24])=[O:27])[C:8]2=[O:13])[CH2:19][CH2:18][C:17](=[O:20])[NH:16]1.